Dataset: Reaction yield outcomes from USPTO patents with 853,638 reactions. Task: Predict the reaction yield, written as a fraction of the theoretical maximum amount of product (1.0 means a 100% yield; for example, 0.34 means a 34% yield). (1) The reactants are N1([C:6]([NH:8][C@:9]2([C:14]([O:16][CH2:17][CH3:18])=[O:15])[CH2:11][C@H:10]2[CH:12]=[CH2:13])=[O:7])C=CN=C1.[Cl:19][C:20]1[C:21]([O:55][CH3:56])=[CH:22][CH:23]=[C:24]2[C:29]=1[N:28]=[C:27]([N:30]1[CH:34]=[CH:33][C:32]([C:35]([F:38])([F:37])[F:36])=[N:31]1)[CH:26]=[C:25]2[O:39][C@@H:40]1[CH2:44][NH:43][C@H:42]([C:45]([N:47]([CH2:49][CH2:50][CH2:51][CH2:52][CH:53]=[CH2:54])[CH3:48])=[O:46])[CH2:41]1.C(OC([C@@]1(NC(N2C[C@H](O)C[C@H]2C(=O)N(CCCCC=C)C)=O)C[C@@H]1C=C)=O)C. No catalyst specified. The product is [Cl:19][C:20]1[C:21]([O:55][CH3:56])=[CH:22][CH:23]=[C:24]2[C:29]=1[N:28]=[C:27]([N:30]1[CH:34]=[CH:33][C:32]([C:35]([F:36])([F:37])[F:38])=[N:31]1)[CH:26]=[C:25]2[O:39][C@@H:40]1[CH2:44][N:43]([C:6]([NH:8][C@:9]2([C:14]([O:16][CH2:17][CH3:18])=[O:15])[CH2:11][C@H:10]2[CH:12]=[CH2:13])=[O:7])[C@H:42]([C:45](=[O:46])[N:47]([CH2:49][CH2:50][CH2:51][CH2:52][CH:53]=[CH2:54])[CH3:48])[CH2:41]1. The yield is 0.750. (2) The reactants are [CH2:1]([C@H:3]1[C@@H:7]([C:8]2[N:12]3[C:13]4[CH:19]=[CH:18][N:17]([S:20]([C:23]5[CH:29]=[CH:28][C:26]([CH3:27])=[CH:25][CH:24]=5)(=[O:22])=[O:21])[C:14]=4[N:15]=[CH:16][C:11]3=[N:10][CH:9]=2)[CH2:6][N:5](C(OCC2C=CC=CC=2)=O)[CH2:4]1)[CH3:2].Br. The catalyst is C(OCC)C.O.C(Cl)Cl. The product is [CH2:1]([C@H:3]1[CH2:4][NH:5][CH2:6][C@H:7]1[C:8]1[N:12]2[C:13]3[CH:19]=[CH:18][N:17]([S:20]([C:23]4[CH:24]=[CH:25][C:26]([CH3:27])=[CH:28][CH:29]=4)(=[O:21])=[O:22])[C:14]=3[N:15]=[CH:16][C:11]2=[N:10][CH:9]=1)[CH3:2]. The yield is 0.610. (3) The reactants are Br[C:2]1[N:3]=[C:4]([CH:12]2[CH2:17][CH2:16][N:15]([C:18]([O:20][CH2:21][C:22]3[CH:27]=[CH:26][CH:25]=[CH:24][CH:23]=3)=[O:19])[CH:14]([C:28]#[N:29])[CH2:13]2)[N:5]2[CH:10]=[CH:9][N:8]=[C:7]([Cl:11])[C:6]=12. The catalyst is N.O.CC(O)C. The product is [Cl:11][C:7]1[C:6]2[N:5]([C:4]([CH:12]3[CH2:17][CH2:16][N:15]([C:18]([O:20][CH2:21][C:22]4[CH:27]=[CH:26][CH:25]=[CH:24][CH:23]=4)=[O:19])[CH:14]([C:28]#[N:29])[CH2:13]3)=[N:3][CH:2]=2)[CH:10]=[CH:9][N:8]=1. The yield is 1.00. (4) The reactants are [CH2:1]([S:3]([N:6]1[CH2:11][CH2:10][CH:9]([C:12]2[C:20]3[C:15](=[C:16]([C:38]([NH2:40])=[O:39])[CH:17]=[C:18]([C:21]4[CH:25]=[C:24]([CH2:26][N:27]5[CH2:31][CH2:30][CH2:29][CH:28]5[C:32]5C=CC=CC=5)[S:23][CH:22]=4)[CH:19]=3)[NH:14][CH:13]=2)[CH2:8][CH2:7]1)(=[O:5])=[O:4])[CH3:2].[C:41]1([CH:47]2[CH2:51][CH2:50][CH2:49][NH:48]2)C=CC=CC=1. No catalyst specified. The product is [CH2:1]([S:3]([N:6]1[CH2:11][CH2:10][CH:9]([C:12]2[C:20]3[C:15](=[C:16]([C:38]([NH2:40])=[O:39])[CH:17]=[C:18]([C:21]4[CH:25]=[C:24]([CH2:26][N:27]5[CH2:31][CH2:30][CH2:29][CH:28]5[CH2:32][N:48]5[CH2:41][CH2:47][CH2:51][CH2:50][CH2:49]5)[S:23][CH:22]=4)[CH:19]=3)[NH:14][CH:13]=2)[CH2:8][CH2:7]1)(=[O:5])=[O:4])[CH3:2]. The yield is 0.320. (5) The reactants are [C:1]([O:5][C:6](=[O:25])[NH:7][CH2:8][CH2:9][C:10]1[CH:15]=[CH:14][C:13]([O:16][C:17]2[CH:22]=[CH:21][CH:20]=[C:19]([C:23]#[N:24])[N:18]=2)=[CH:12][CH:11]=1)([CH3:4])([CH3:3])[CH3:2].C([O-])([O-])=[O:27].[K+].[K+].OO. The catalyst is CS(C)=O. The product is [C:1]([O:5][C:6](=[O:25])[NH:7][CH2:8][CH2:9][C:10]1[CH:15]=[CH:14][C:13]([O:16][C:17]2[CH:22]=[CH:21][CH:20]=[C:19]([C:23](=[O:27])[NH2:24])[N:18]=2)=[CH:12][CH:11]=1)([CH3:4])([CH3:2])[CH3:3]. The yield is 0.795. (6) The reactants are [CH3:1][O:2][NH:3][CH:4]([CH3:15])[CH2:5][C:6]1[C:11]([Cl:12])=[CH:10][C:9]([Cl:13])=[CH:8][C:7]=1[Cl:14].C(N(CC)CC)C.[F:23][CH:24]([F:34])[C:25]1[C:29]([C:30](Cl)=[O:31])=[CH:28][N:27]([CH3:33])[N:26]=1. The catalyst is ClCCl. The product is [CH3:1][O:2][N:3]([CH:4]([CH3:15])[CH2:5][C:6]1[C:7]([Cl:14])=[CH:8][C:9]([Cl:13])=[CH:10][C:11]=1[Cl:12])[C:30]([C:29]1[C:25]([CH:24]([F:34])[F:23])=[N:26][N:27]([CH3:33])[CH:28]=1)=[O:31]. The yield is 0.410. (7) The reactants are [CH2:1]([O:8][C:9]1[CH:10]=[C:11]([CH:14]=[CH:15][C:16]=1[O:17][CH3:18])C=O)[C:2]1[CH:7]=[CH:6][CH:5]=[CH:4][CH:3]=1.OO.S(=O)(=O)(O)[OH:22]. The catalyst is CO. The product is [CH2:1]([O:8][C:9]1[CH:10]=[C:11]([OH:22])[CH:14]=[CH:15][C:16]=1[O:17][CH3:18])[C:2]1[CH:7]=[CH:6][CH:5]=[CH:4][CH:3]=1. The yield is 0.200. (8) The reactants are ClC1C=C(C=CC=1)C(OO)=[O:6].[F:12][C:13]1[CH:18]=[CH:17][C:16]([N+:19]([O-:21])=[O:20])=[C:15]([O:22][CH2:23][C:24]([CH3:26])=[CH2:25])[CH:14]=1.[OH-].[Na+]. The catalyst is ClCCl. The product is [F:12][C:13]1[CH:18]=[CH:17][C:16]([N+:19]([O-:21])=[O:20])=[C:15]([CH:14]=1)[O:22][CH2:23][C:24]1([CH3:26])[CH2:25][O:6]1. The yield is 0.250. (9) The reactants are [NH2:1][C:2]1[CH:3]=[C:4]2[C:9](=[CH:10][CH:11]=1)[CH:8]=[N:7][CH:6]=[CH:5]2.[C:12]1([CH3:22])[CH:17]=[CH:16][C:15]([S:18](Cl)(=[O:20])=[O:19])=[CH:14][CH:13]=1.O. The catalyst is N1C=CC=CC=1. The product is [C:12]1([CH3:22])[CH:17]=[CH:16][C:15]([S:18]([NH:1][C:2]2[CH:3]=[C:4]3[C:9](=[CH:10][CH:11]=2)[CH:8]=[N:7][CH:6]=[CH:5]3)(=[O:20])=[O:19])=[CH:14][CH:13]=1. The yield is 0.850. (10) The reactants are Br[C:2]1[CH:7]=[C:6]([CH3:8])[CH:5]=[CH:4][C:3]=1[N+:9]([O-:11])=[O:10].[C:12]1(B(O)O)[CH:17]=[CH:16][CH:15]=[CH:14][CH:13]=1. No catalyst specified. The product is [CH3:8][C:6]1[CH:5]=[CH:4][C:3]([N+:9]([O-:11])=[O:10])=[C:2]([C:12]2[CH:17]=[CH:16][CH:15]=[CH:14][CH:13]=2)[CH:7]=1. The yield is 0.940.